From a dataset of Catalyst prediction with 721,799 reactions and 888 catalyst types from USPTO. Predict which catalyst facilitates the given reaction. (1) Reactant: O[CH2:2][C:3]1[C:8]([CH3:9])=[C:7]([F:10])[CH:6]=[CH:5][C:4]=1[N:11]1[C:15](=[O:16])[N:14]([CH3:17])[N:13]=[N:12]1.P(Br)(Br)[Br:19]. Product: [Br:19][CH2:2][C:3]1[C:8]([CH3:9])=[C:7]([F:10])[CH:6]=[CH:5][C:4]=1[N:11]1[C:15](=[O:16])[N:14]([CH3:17])[N:13]=[N:12]1. The catalyst class is: 22. (2) Reactant: [C:1]([O:5][CH2:6][C:7]1[CH:12]=[CH:11][CH:10]=[CH:9][CH:8]=1)(=[O:4])[NH:2][NH2:3].ON1C2C=CC=CC=2N=N1.Cl.C(N=C=NCCCN(C)C)C.[CH3:35][O:36][C:37]1[N:42]=[C:41]([C:43](O)=[O:44])[CH:40]=[CH:39][C:38]=1[N:46]1[CH:50]=[C:49]([CH3:51])[N:48]=[CH:47]1.C(N(C(C)C)CC)(C)C.C(=O)(O)[O-].[Na+]. Product: [CH3:35][O:36][C:37]1[N:42]=[C:41]([C:43]([NH:3][NH:2][C:1]([O:5][CH2:6][C:7]2[CH:12]=[CH:11][CH:10]=[CH:9][CH:8]=2)=[O:4])=[O:44])[CH:40]=[CH:39][C:38]=1[N:46]1[CH:50]=[C:49]([CH3:51])[N:48]=[CH:47]1. The catalyst class is: 42. (3) Reactant: Cl.[CH:2]([N:5]1[C:13]2[C:8](=[CH:9][C:10]([C:14]3[O:18][N:17]=[C:16]([C:19]4[CH:28]=[CH:27][CH:26]=[C:25]5[C:20]=4[CH2:21][CH2:22][NH:23][CH2:24]5)[N:15]=3)=[CH:11][CH:12]=2)[CH:7]=[CH:6]1)([CH3:4])[CH3:3].C(N1CCOCC1)C.[C:37]([NH:44][C@H:45]([C:48](O)=[O:49])[CH2:46][OH:47])([O:39][C:40]([CH3:43])([CH3:42])[CH3:41])=[O:38].OC1C2N=NNC=2C=CC=1.C(N=C=NCCCN(C)C)C. The catalyst class is: 9. Product: [C:40]([O:39][C:37](=[O:38])[NH:44][C@@H:45]([CH2:48][OH:49])[C:46]([N:23]1[CH2:22][CH2:21][C:20]2[C:25](=[CH:26][CH:27]=[CH:28][C:19]=2[C:16]2[N:15]=[C:14]([C:10]3[CH:9]=[C:8]4[C:13](=[CH:12][CH:11]=3)[N:5]([CH:2]([CH3:4])[CH3:3])[CH:6]=[CH:7]4)[O:18][N:17]=2)[CH2:24]1)=[O:47])([CH3:43])([CH3:41])[CH3:42]. (4) Reactant: [C:1]1([C:10]2[C:5](=[CH:6][CH:7]=[CH:8][CH:9]=2)[CH2:4][O:3]1)=[O:2].Cl.[CH3:12][NH:13][O:14][CH3:15].[Cl-].[Al+3].[Cl-].[Cl-].Cl. Product: [OH:3][CH2:4][C:5]1[CH:6]=[CH:7][CH:8]=[CH:9][C:10]=1[C:1]([N:13]([O:14][CH3:15])[CH3:12])=[O:2]. The catalyst class is: 347. (5) Reactant: [Cl:1][C:2]1[CH:7]=[C:6]([N+:8]([O-])=O)[C:5]([NH:11][CH:12]2[CH2:16][CH2:15][S:14](=[O:18])(=[O:17])[CH2:13]2)=[C:4]([F:19])[CH:3]=1. Product: [Cl:1][C:2]1[CH:7]=[C:6]([NH2:8])[C:5]([NH:11][CH:12]2[CH2:16][CH2:15][S:14](=[O:17])(=[O:18])[CH2:13]2)=[C:4]([F:19])[CH:3]=1. The catalyst class is: 227. (6) Reactant: [CH3:1][C:2]1[CH:3]=[C:4]([OH:11])[CH:5]=[CH:6][C:7]=1[N+:8]([O-:10])=[O:9].C1(P(C2C=CC=CC=2)C2C=CC=CC=2)C=CC=CC=1.O[CH:32]1[CH2:37][CH2:36][N:35]([C:38]([O:40][CH2:41][C:42]2[CH:47]=[CH:46][CH:45]=[CH:44][CH:43]=2)=[O:39])[CH2:34][CH2:33]1.N(C(OC(C)C)=O)=NC(OC(C)C)=O. Product: [CH3:1][C:2]1[CH:3]=[C:4]([O:11][CH:32]2[CH2:37][CH2:36][N:35]([C:38]([O:40][CH2:41][C:42]3[CH:43]=[CH:44][CH:45]=[CH:46][CH:47]=3)=[O:39])[CH2:34][CH2:33]2)[CH:5]=[CH:6][C:7]=1[N+:8]([O-:10])=[O:9]. The catalyst class is: 2. (7) Reactant: Br.[CH2:2]([CH:4]1[O:9][CH:8]([C:10]2[CH:15]=[CH:14][CH:13]=[C:12]([O:16]C)[CH:11]=2)[CH2:7][N:6]([CH2:18][CH2:19][CH3:20])[CH2:5]1)[CH3:3]. Product: [CH2:2]([CH:4]1[CH2:5][N:6]([CH2:18][CH2:19][CH3:20])[CH2:7][CH:8]([C:10]2[CH:11]=[C:12]([OH:16])[CH:13]=[CH:14][CH:15]=2)[O:9]1)[CH3:3]. The catalyst class is: 98. (8) Reactant: [Br:1][C:2]1[CH:10]=[CH:9][CH:8]=[CH:7][C:3]=1[CH2:4][CH2:5][OH:6].C[Si]([N-][Si](C)(C)C)(C)C.[Na+].[C:21]([O:25][C:26]([N:28]1[C:37]2[C:32](=[CH:33][C:34]([C:38]3[CH:43]=[CH:42][CH:41]=[CH:40][C:39]=3[O:44][CH3:45])=[CH:35][CH:36]=2)[C:31]([CH:46](OS(C)(=O)=O)[CH3:47])=[CH:30][C:29]1([CH3:54])[CH3:53])=[O:27])([CH3:24])([CH3:23])[CH3:22]. Product: [C:21]([O:25][C:26]([N:28]1[C:37]2[C:32](=[CH:33][C:34]([C:38]3[CH:43]=[CH:42][CH:41]=[CH:40][C:39]=3[O:44][CH3:45])=[CH:35][CH:36]=2)[C:31]([CH:46]([O:6][CH2:5][CH2:4][C:3]2[CH:7]=[CH:8][CH:9]=[CH:10][C:2]=2[Br:1])[CH3:47])=[CH:30][C:29]1([CH3:53])[CH3:54])=[O:27])([CH3:24])([CH3:23])[CH3:22]. The catalyst class is: 16. (9) Reactant: [NH2:1][C:2]1[NH:7][C:6](=[O:8])[C:5]([S:9][C:10]2[CH:15]=[CH:14][C:13]([Cl:16])=[C:12]([C:17]([F:20])([F:19])[F:18])[CH:11]=2)=[C:4]([C:21]([F:24])([F:23])[F:22])[N:3]=1.OO.CN(C)C=[O:30]. Product: [NH2:1][C:2]1[NH:7][C:6](=[O:8])[C:5]([S:9]([C:10]2[CH:15]=[CH:14][C:13]([Cl:16])=[C:12]([C:17]([F:18])([F:19])[F:20])[CH:11]=2)=[O:30])=[C:4]([C:21]([F:23])([F:24])[F:22])[N:3]=1. The catalyst class is: 15. (10) Reactant: C([O:8][C:9]1[CH:14]=[CH:13][C:12]([C:15]2[O:19][N:18]=[C:17]([C:20]3[CH:25]=[CH:24][C:23]([O:26][C:27]4[CH:32]=[CH:31][CH:30]=[CH:29][CH:28]=4)=[CH:22][CH:21]=3)[N:16]=2)=[CH:11][CH:10]=1)C1C=CC=CC=1. Product: [O:26]([C:23]1[CH:22]=[CH:21][C:20]([C:17]2[N:16]=[C:15]([C:12]3[CH:13]=[CH:14][C:9]([OH:8])=[CH:10][CH:11]=3)[O:19][N:18]=2)=[CH:25][CH:24]=1)[C:27]1[CH:32]=[CH:31][CH:30]=[CH:29][CH:28]=1. The catalyst class is: 403.